Predict the reactants needed to synthesize the given product. From a dataset of Full USPTO retrosynthesis dataset with 1.9M reactions from patents (1976-2016). (1) Given the product [Br:1][C:2]1[CH:7]=[C:6]([Br:10])[C:5]([F:8])=[CH:4][C:3]=1[F:9], predict the reactants needed to synthesize it. The reactants are: [Br:1][C:2]1[CH:7]=[CH:6][C:5]([F:8])=[CH:4][C:3]=1[F:9].[Br:10]Br.[O-]S([O-])(=S)=O.[Na+].[Na+]. (2) Given the product [C:1]1([NH:7][C:8]([C:10]2([C:13]([NH:30][C:26]3[CH:27]=[CH:28][CH:29]=[C:24]([C:22]#[CH:23])[CH:25]=3)=[O:14])[CH2:12][CH2:11]2)=[O:9])[CH:6]=[CH:5][CH:4]=[CH:3][CH:2]=1, predict the reactants needed to synthesize it. The reactants are: [C:1]1([NH:7][C:8]([C:10]2([C:13](O)=[O:14])[CH2:12][CH2:11]2)=[O:9])[CH:6]=[CH:5][CH:4]=[CH:3][CH:2]=1.C(Cl)(=O)C(Cl)=O.[C:22]([C:24]1[CH:25]=[C:26]([NH2:30])[CH:27]=[CH:28][CH:29]=1)#[CH:23].N1C(C)=CC=CC=1C. (3) Given the product [C:1]([O:5][C:6](=[O:15])[NH:7][C:8]1[CH:9]=[N:10][CH:11]=[C:12]([I:17])[CH:13]=1)([CH3:4])([CH3:3])[CH3:2], predict the reactants needed to synthesize it. The reactants are: [C:1]([O:5][C:6](=[O:15])[NH:7][C:8]1[CH:9]=[N:10][CH:11]=[C:12](Br)[CH:13]=1)([CH3:4])([CH3:3])[CH3:2].[Na+].[I-:17].CN(C)CCN.